Dataset: Forward reaction prediction with 1.9M reactions from USPTO patents (1976-2016). Task: Predict the product of the given reaction. (1) Given the reactants Cl[C:2]1[C:7]([CH2:8][NH:9][C:10]2[C:15]([F:16])=[C:14]([O:17][CH3:18])[CH:13]=[C:12]([O:19][CH3:20])[C:11]=2[F:21])=[CH:6][N:5]=[C:4]([NH:22][CH2:23][C:24]2[CH:29]=[CH:28][C:27]([O:30][CH3:31])=[CH:26][CH:25]=2)[C:3]=1[CH3:32].C1C=CC(P(C2C=CC3C(=CC=CC=3)C=2C2C3C(=CC=CC=3)C=CC=2P(C2C=CC=CC=2)C2C=CC=CC=2)C2C=CC=CC=2)=CC=1.C(=O)([O-])[O-].[Cs+].[Cs+].[F:85][C:86]1[CH:92]=[CH:91][CH:90]=[CH:89][C:87]=1[NH2:88], predict the reaction product. The product is: [F:21][C:11]1[C:12]([O:19][CH3:20])=[CH:13][C:14]([O:17][CH3:18])=[C:15]([F:16])[C:10]=1[NH:9][CH2:8][C:7]1[C:2]([NH:88][C:87]2[CH:89]=[CH:90][CH:91]=[CH:92][C:86]=2[F:85])=[C:3]([CH3:32])[C:4]([NH:22][CH2:23][C:24]2[CH:29]=[CH:28][C:27]([O:30][CH3:31])=[CH:26][CH:25]=2)=[N:5][CH:6]=1. (2) Given the reactants [Br:1][C:2]1[CH:7]=[CH:6][C:5]([S:8]([NH2:11])(=[O:10])=[O:9])=[CH:4][CH:3]=1.CO[CH:14](OC)[N:15]([CH3:17])[CH3:16].O, predict the reaction product. The product is: [Br:1][C:2]1[CH:3]=[CH:4][C:5]([S:8]([N:11]=[CH:14][N:15]([CH3:17])[CH3:16])(=[O:9])=[O:10])=[CH:6][CH:7]=1. (3) Given the reactants [Br:1][C:2]1[CH:14]=[CH:13][C:12]2[C:11]3[C:6](=[CH:7][C:8](Br)=[CH:9][CH:10]=3)[C:5]([CH2:22][CH2:23][CH2:24][CH2:25][CH2:26][CH3:27])([CH2:16][CH2:17][CH2:18][CH2:19][CH2:20][CH3:21])[C:4]=2[CH:3]=1.C([Sn](CCCC)(CCCC)[C:33]1[S:34][CH:35]=[CH:36][CH:37]=1)CCC.C1(C)C=CC=CC=1, predict the reaction product. The product is: [Br:1][C:2]1[CH:3]=[C:4]2[C:12]([C:11]3[CH:10]=[CH:9][C:8]([C:33]4[S:34][CH:35]=[CH:36][CH:37]=4)=[CH:7][C:6]=3[C:5]2([CH2:22][CH2:23][CH2:24][CH2:25][CH2:26][CH3:27])[CH2:16][CH2:17][CH2:18][CH2:19][CH2:20][CH3:21])=[CH:13][CH:14]=1. (4) Given the reactants [CH2:1](N(CC)CC)C.[OH:8][C:9]1[CH:13]=[CH:12][NH:11][N:10]=1.[C:14](O[C:14]([O:16][CH2:17][CH3:18])=[O:15])([O:16][CH2:17][CH3:18])=[O:15], predict the reaction product. The product is: [OH:8][C:9]1[CH:13]=[C:12]([CH3:1])[N:11]([C:14]([O:16][CH2:17][CH3:18])=[O:15])[N:10]=1. (5) Given the reactants [Br:1][CH2:2][C:3]([C:5]1[CH:14]=[CH:13][C:12]([O:15][CH2:16][C:17]2[CH:22]=[CH:21][CH:20]=[CH:19][CH:18]=2)=[C:11]2[C:6]=1[CH:7]=[CH:8][C:9](=[O:23])[NH:10]2)=[O:4].C1(C)C=CC=CC=1.B.CSC, predict the reaction product. The product is: [CH2:16]([O:15][C:12]1[CH:13]=[CH:14][C:5]([C@@H:3]([OH:4])[CH2:2][Br:1])=[C:6]2[C:11]=1[NH:10][C:9](=[O:23])[CH:8]=[CH:7]2)[C:17]1[CH:18]=[CH:19][CH:20]=[CH:21][CH:22]=1. (6) Given the reactants [CH:1]1([C:4]([NH:6][C:7]2[N:8]=[CH:9][C:10]3[C:15]([CH:16]=2)=[CH:14][CH:13]=[C:12]([C:17]2[C:18]([CH3:27])=[N:19][CH:20]=[C:21]([CH:26]=2)[C:22](OC)=[O:23])[CH:11]=3)=[O:5])[CH2:3][CH2:2]1.[AlH4-].[Li+], predict the reaction product. The product is: [OH:23][CH2:22][C:21]1[CH:26]=[C:17]([C:12]2[CH:11]=[C:10]3[C:15]([CH:16]=[C:7]([NH:6][C:4]([CH:1]4[CH2:3][CH2:2]4)=[O:5])[N:8]=[CH:9]3)=[CH:14][CH:13]=2)[C:18]([CH3:27])=[N:19][CH:20]=1. (7) Given the reactants C([O-])([O-])=O.[K+].[K+].[C:7]([C:11]1[N:16]=[C:15]([O:17][C:18]2[C:23]([CH3:24])=[CH:22][C:21]([CH3:25])=[CH:20][C:19]=2[CH3:26])[C:14]([C:27]([OH:29])=O)=[CH:13][CH:12]=1)([CH3:10])([CH3:9])[CH3:8].[S:30]([C:34]1[S:35][CH:36]=[C:37]([NH:39][C:40](=[O:46])[O:41][C:42]([CH3:45])([CH3:44])[CH3:43])[N:38]=1)(=[O:33])(=[O:32])[NH2:31].CN(C(ON1N=NC2C=CC=NC1=2)=[N+](C)C)C.F[P-](F)(F)(F)(F)F, predict the reaction product. The product is: [C:7]([C:11]1[N:16]=[C:15]([O:17][C:18]2[C:23]([CH3:24])=[CH:22][C:21]([CH3:25])=[CH:20][C:19]=2[CH3:26])[C:14]([C:27]([NH:31][S:30]([C:34]2[S:35][CH:36]=[C:37]([NH:39][C:40](=[O:46])[O:41][C:42]([CH3:44])([CH3:43])[CH3:45])[N:38]=2)(=[O:32])=[O:33])=[O:29])=[CH:13][CH:12]=1)([CH3:8])([CH3:9])[CH3:10]. (8) Given the reactants Cl[C:2]1[C:3]2[CH:10]=[C:9]([C:11]3[CH:16]=[CH:15][C:14]([O:17][CH3:18])=[CH:13][CH:12]=3)[NH:8][C:4]=2[N:5]=[CH:6][N:7]=1.[CH3:19][C:20]1[CH:21]=[C:22]([CH:24]=[C:25]([CH3:27])[CH:26]=1)[NH2:23], predict the reaction product. The product is: [CH3:19][C:20]1[CH:21]=[C:22]([NH:23][C:2]2[C:3]3[CH:10]=[C:9]([C:11]4[CH:16]=[CH:15][C:14]([O:17][CH3:18])=[CH:13][CH:12]=4)[N:8]([CH:9]([C:11]4[CH:16]=[CH:15][CH:14]=[CH:13][CH:12]=4)[CH3:10])[C:4]=3[N:5]=[CH:6][N:7]=2)[CH:24]=[C:25]([CH3:27])[CH:26]=1.